The task is: Predict the reactants needed to synthesize the given product.. This data is from Full USPTO retrosynthesis dataset with 1.9M reactions from patents (1976-2016). (1) Given the product [CH3:8][C:2]([O:9][C:10]1[CH:11]=[CH:12][C:13]([O:16][CH2:17][CH2:18][C:19]2[N:20]=[C:21]([C:24]3[CH:29]=[CH:28][CH:27]=[CH:26][CH:25]=3)[O:22][CH:23]=2)=[CH:14][CH:15]=1)([CH3:1])[C:3]([O-:5])=[O:4].[Na+:31], predict the reactants needed to synthesize it. The reactants are: [CH3:1][C:2]([O:9][C:10]1[CH:15]=[CH:14][C:13]([O:16][CH2:17][CH2:18][C:19]2[N:20]=[C:21]([C:24]3[CH:29]=[CH:28][CH:27]=[CH:26][CH:25]=3)[O:22][CH:23]=2)=[CH:12][CH:11]=1)([CH3:8])[C:3]([O:5]CC)=[O:4].[OH-].[Na+:31]. (2) Given the product [C:1]1([CH:11]=[CH:12][CH:13]=[O:14])[C:10]2[C:5](=[CH:6][CH:7]=[CH:8][CH:9]=2)[CH:4]=[CH:3][CH:2]=1, predict the reactants needed to synthesize it. The reactants are: [C:1]1([CH:11]=[CH:12][C:13](Cl)=[O:14])[C:10]2[C:5](=[CH:6][CH:7]=[CH:8][CH:9]=2)[CH:4]=[CH:3][CH:2]=1.C1(P(C2C=CC=CC=2)C2C=CC=CC=2)C=CC=CC=1. (3) Given the product [CH3:26][N:27]1[CH:31]=[C:30]([NH:32][C:2]2[N:7]=[C:6]([NH:8][CH:9]3[C:13]4([CH2:14][CH2:15][CH2:16][CH2:17]4)[CH2:12][N:11]([C:18]([O:20][C:21]([CH3:23])([CH3:22])[CH3:24])=[O:19])[CH2:10]3)[CH:5]=[CH:4][N:3]=2)[CH:29]=[N:28]1, predict the reactants needed to synthesize it. The reactants are: Cl[C:2]1[N:7]=[C:6]([NH:8][CH:9]2[C:13]3([CH2:17][CH2:16][CH2:15][CH2:14]3)[CH2:12][N:11]([C:18]([O:20][C:21]([CH3:24])([CH3:23])[CH3:22])=[O:19])[CH2:10]2)[CH:5]=[CH:4][N:3]=1.Cl.[CH3:26][N:27]1[CH:31]=[C:30]([NH2:32])[CH:29]=[N:28]1.CCN(C(C)C)C(C)C. (4) Given the product [C:63]([O:67][C:68](=[O:90])[N:69]([C:79]1[CH:84]=[C:83]([CH:85]([F:87])[F:86])[CH:82]=[C:81]([N:60]2[CH2:61][CH2:62][N:57]([CH:55]3[CH2:56][O:53][CH2:54]3)[CH2:58][CH2:59]2)[C:80]=1[Cl:89])[CH2:70][C:71]1[CH:72]=[CH:73][C:74]([O:77][CH3:78])=[CH:75][CH:76]=1)([CH3:66])([CH3:64])[CH3:65], predict the reactants needed to synthesize it. The reactants are: C(=O)([O-])[O-].[Cs+].[Cs+].C1C=CC(P(C2C(C3C(P(C4C=CC=CC=4)C4C=CC=CC=4)=CC=C4C=3C=CC=C4)=C3C(C=CC=C3)=CC=2)C2C=CC=CC=2)=CC=1.[O:53]1[CH2:56][CH:55]([N:57]2[CH2:62][CH2:61][NH:60][CH2:59][CH2:58]2)[CH2:54]1.[C:63]([O:67][C:68](=[O:90])[N:69]([C:79]1[CH:84]=[C:83]([CH:85]([F:87])[F:86])[CH:82]=[C:81](Br)[C:80]=1[Cl:89])[CH2:70][C:71]1[CH:76]=[CH:75][C:74]([O:77][CH3:78])=[CH:73][CH:72]=1)([CH3:66])([CH3:65])[CH3:64].C1(C)C=CC=CC=1.